From a dataset of CYP1A2 inhibition data for predicting drug metabolism from PubChem BioAssay. Regression/Classification. Given a drug SMILES string, predict its absorption, distribution, metabolism, or excretion properties. Task type varies by dataset: regression for continuous measurements (e.g., permeability, clearance, half-life) or binary classification for categorical outcomes (e.g., BBB penetration, CYP inhibition). Dataset: cyp1a2_veith. (1) The compound is O=S(=O)(c1ccccc1)N1CCC[C@@]2(CCN(c3ccccc3)C2)C1. The result is 1 (inhibitor). (2) The drug is O=C(c1ccco1)N1CCC2(CC1)CN(Cc1ccncc1)C2. The result is 1 (inhibitor). (3) The molecule is Cc1onc(-c2ccccc2Cl)c1C(=O)N[C@H]1C(=O)N2[C@H]1SC(C)(C)[C@H]2C(=O)[O-].[Na+]. The result is 0 (non-inhibitor). (4) The molecule is CCCc1cc2c(n1CCO)C(C)C1CN(C(=O)c3ccccc3)C(C)(C(=O)OC)C21. The result is 0 (non-inhibitor).